From a dataset of Forward reaction prediction with 1.9M reactions from USPTO patents (1976-2016). Predict the product of the given reaction. (1) Given the reactants [Cl:1][C:2]1[CH:7]=[CH:6][C:5]([CH:8]2[CH2:13][CH2:12][CH2:11][N:10]([C:14]([C:16]3[C:17]([CH3:22])=[N:18][N:19]([CH3:21])[CH:20]=3)=[O:15])[CH2:9]2)=[C:4](C)[CH:3]=1.ClC1C=CC(C2CCCNC2)=CC=1.CN1C=C(C(O)=O)C(C)=N1, predict the reaction product. The product is: [Cl:1][C:2]1[CH:7]=[CH:6][C:5]([CH:8]2[CH2:13][CH2:12][CH2:11][N:10]([C:14]([C:16]3[C:17]([CH3:22])=[N:18][N:19]([CH3:21])[CH:20]=3)=[O:15])[CH2:9]2)=[CH:4][CH:3]=1. (2) Given the reactants Br[CH2:2][CH2:3][O:4][CH3:5].[F:6][C:7]1[CH:8]=[CH:9][C:10]([N+:14]([O-:16])=[O:15])=[C:11]([OH:13])[CH:12]=1.C(=O)([O-])[O-].[K+].[K+], predict the reaction product. The product is: [F:6][C:7]1[CH:8]=[CH:9][C:10]([N+:14]([O-:16])=[O:15])=[C:11]([O:13][CH2:2][CH2:3][O:4][CH3:5])[CH:12]=1. (3) Given the reactants [N:1]1([NH:7][C:8]([C:10]2[CH:11]=[CH:12][CH:13]=[C:14]3[S:20][C:19]4[CH:21]=[CH:22][CH:23]=[CH:24][C:18]=4[N:17]=[C:16](Cl)[C:15]=23)=[O:9])[CH2:6][CH2:5][CH2:4][CH2:3][CH2:2]1.[Br-].[F:27][C:28]1[CH:29]=[CH:30][C:31]([Zn+])=[N:32][CH:33]=1.[NH4+].[Cl-], predict the reaction product. The product is: [N:1]1([NH:7][C:8]([C:10]2[CH:11]=[CH:12][CH:13]=[C:14]3[S:20][C:19]4[CH:21]=[CH:22][CH:23]=[CH:24][C:18]=4[N:17]=[C:16]([C:31]4[CH:30]=[CH:29][C:28]([F:27])=[CH:33][N:32]=4)[C:15]=23)=[O:9])[CH2:6][CH2:5][CH2:4][CH2:3][CH2:2]1.